This data is from Catalyst prediction with 721,799 reactions and 888 catalyst types from USPTO. The task is: Predict which catalyst facilitates the given reaction. (1) Reactant: C[Si]([N-][Si](C)(C)C)(C)C.[Na+].O1CCCC1.[Br:16][C:17]1[CH:25]=[C:24]([C:26]#[C:27][CH:28]([O:30][CH3:31])[CH3:29])[C:20]2[O:21][CH2:22][O:23][C:19]=2[C:18]=1[NH2:32].Cl[C:34]1[C:43]2[C:38](=[CH:39][C:40]([O:46][CH2:47][CH2:48][CH2:49][Cl:50])=[C:41]([O:44][CH3:45])[CH:42]=2)[N:37]=[CH:36][N:35]=1.[Cl-].[NH4+].CCCC(C)C. Product: [Br:16][C:17]1[CH:25]=[C:24]([C:26]#[C:27][CH:28]([O:30][CH3:31])[CH3:29])[C:20]2[O:21][CH2:22][O:23][C:19]=2[C:18]=1[NH:32][C:34]1[C:43]2[C:38](=[CH:39][C:40]([O:46][CH2:47][CH2:48][CH2:49][Cl:50])=[C:41]([O:44][CH3:45])[CH:42]=2)[N:37]=[CH:36][N:35]=1. The catalyst class is: 42. (2) Reactant: [F:1][C:2]1[CH:3]=[C:4]([NH2:32])[CH:5]=[CH:6][C:7]=1[O:8][C:9]1[CH:14]=[CH:13][N:12]=[C:11]2[N:15](COCC[Si](C)(C)C)[C:16]([C:18]3[CH:19]=[N:20][CH:21]=[CH:22][CH:23]=3)=[CH:17][C:10]=12.[F-].C([N+](CCCC)(CCCC)CCCC)CCC.NCCN. Product: [F:1][C:2]1[CH:3]=[C:4]([NH2:32])[CH:5]=[CH:6][C:7]=1[O:8][C:9]1[CH:14]=[CH:13][N:12]=[C:11]2[NH:15][C:16]([C:18]3[CH:19]=[N:20][CH:21]=[CH:22][CH:23]=3)=[CH:17][C:10]=12. The catalyst class is: 1. (3) Reactant: CC(OC([NH:8][C@H:9]([C:13]([OH:15])=O)[C@@H:10]([CH3:12])[OH:11])=O)(C)C.C(N1CCOCC1)C.C1C=CC2N(O)N=NC=2C=1.C(Cl)CCl.Cl.[CH3:39][CH:40]([O:42][C:43]1[CH:50]=[CH:49][C:48]([C:51]2[O:55][N:54]=[C:53]([C:56]3[CH:66]=[CH:65][C:59]4[CH2:60][CH2:61][NH:62][CH2:63][CH2:64][C:58]=4[CH:57]=3)[N:52]=2)=[CH:47][C:44]=1[C:45]#[N:46])[CH3:41].FC(F)(F)C(O)=O. Product: [CH3:41][CH:40]([O:42][C:43]1[CH:50]=[CH:49][C:48]([C:51]2[O:55][N:54]=[C:53]([C:56]3[CH:66]=[CH:65][C:59]4[CH2:60][CH2:61][N:62]([C:13](=[O:15])[C@H:9]([C@@H:10]([CH3:12])[OH:11])[NH2:8])[CH2:63][CH2:64][C:58]=4[CH:57]=3)[N:52]=2)=[CH:47][C:44]=1[C:45]#[N:46])[CH3:39]. The catalyst class is: 3. (4) Reactant: [N:1]([O-])=O.[Na+].[I:5][C:6]1[CH:7]=[CH:8][C:9]([CH3:13])=[C:10]([NH2:12])[CH:11]=1. Product: [I:5][C:6]1[CH:11]=[C:10]2[C:9]([CH:13]=[N:1][NH:12]2)=[CH:8][CH:7]=1. The catalyst class is: 15. (5) Reactant: [F:1][C:2]1[CH:7]=[CH:6][C:5]([C:8]2[N:9]=[C:10]3[CH:15]=[CH:14][CH:13]=[N:12][N:11]3[C:16]=2[C:17]2[CH:22]=[CH:21][N:20]=[C:19]([NH2:23])[CH:18]=2)=[CH:4][C:3]=1[CH3:24].[CH:25]1([C:28](Cl)=[O:29])[CH2:27][CH2:26]1.C(N(CC)CC)C.C(=O)([O-])O.[Na+]. Product: [F:1][C:2]1[CH:7]=[CH:6][C:5]([C:8]2[N:9]=[C:10]3[CH:15]=[CH:14][CH:13]=[N:12][N:11]3[C:16]=2[C:17]2[CH:22]=[CH:21][N:20]=[C:19]([NH:23][C:28]([CH:25]3[CH2:27][CH2:26]3)=[O:29])[CH:18]=2)=[CH:4][C:3]=1[CH3:24]. The catalyst class is: 7. (6) Reactant: [N+:1]([C:4]1[CH:13]=[CH:12][CH:11]=[C:10]2[C:5]=1[CH:6]=[CH:7][CH:8]=[N+:9]2[O-])([O-:3])=[O:2].C1(C)C(S(Cl)(=O)=[O:22])=CC=CC=1.C(N([CH2:31][CH3:32])CC)C. Product: [CH2:31]([O:22][C:8]1[CH:7]=[CH:6][C:5]2[C:10](=[CH:11][CH:12]=[CH:13][C:4]=2[N+:1]([O-:3])=[O:2])[N:9]=1)[CH3:32]. The catalyst class is: 14. (7) Reactant: [NH:1]1[C:9]2[C:4](=[CH:5][CH:6]=[CH:7][N:8]=2)[CH:3]=[CH:2]1.[CH2:10]([O:12][C:13]([N:15]1[CH2:20][CH2:19][C:18](=O)[CH2:17][CH2:16]1)=[O:14])[CH3:11].[OH-].[K+]. Product: [CH2:10]([O:12][C:13]([N:15]1[CH2:16][CH:17]=[C:18]([C:3]2[C:4]3[C:9](=[N:8][CH:7]=[CH:6][CH:5]=3)[NH:1][CH:2]=2)[CH2:19][CH2:20]1)=[O:14])[CH3:11]. The catalyst class is: 5. (8) Reactant: [CH2:1]([C:3]1([CH2:20][CH3:21])[C:12]2[C:7](=[CH:8][CH:9]=[C:10]([OH:13])[CH:11]=2)[CH2:6][C@@H:5]([O:14][CH3:15])[C@@H:4]1[NH:16]C(=O)O)[CH3:2].Cl.O1CCOCC1. Product: [NH2:16][C@@H:4]1[C:3]([CH2:20][CH3:21])([CH2:1][CH3:2])[C:12]2[CH:11]=[C:10]([OH:13])[CH:9]=[CH:8][C:7]=2[CH2:6][C@H:5]1[O:14][CH3:15]. The catalyst class is: 4. (9) The catalyst class is: 9. Reactant: [Cl:1][C:2]1[N:3]=[C:4]([C:15]2[CH:16]=[N:17][CH:18]=[CH:19][CH:20]=2)[S:5][C:6]=1[NH:7][C:8](=[O:14])[CH:9]([CH3:13])[CH2:10][S:11][CH3:12].C(=O)([O-])[O-].[Cs+].[Cs+].I[CH2:28][CH3:29].O. Product: [Cl:1][C:2]1[N:3]=[C:4]([C:15]2[CH:16]=[N:17][CH:18]=[CH:19][CH:20]=2)[S:5][C:6]=1[N:7]([CH2:28][CH3:29])[C:8](=[O:14])[CH:9]([CH3:13])[CH2:10][S:11][CH3:12].